From a dataset of Forward reaction prediction with 1.9M reactions from USPTO patents (1976-2016). Predict the product of the given reaction. (1) Given the reactants [Cl:1][C:2]1[CH:3]=[N:4][C:5]([N:8]2[CH2:17][CH2:16][C:11]3(OCC[O:12]3)[CH2:10][CH2:9]2)=[N:6][CH:7]=1.[OH-].[Na+], predict the reaction product. The product is: [Cl:1][C:2]1[CH:3]=[N:4][C:5]([N:8]2[CH2:17][CH2:16][C:11](=[O:12])[CH2:10][CH2:9]2)=[N:6][CH:7]=1. (2) Given the reactants [CH:1]([N-:4]C(C)C)(C)[CH3:2].[Li+].[Br:9][C:10]1[CH:15]=[CH:14][C:13]([CH2:16][C:17]([N:19]2[C@@H:23]([CH:24]([CH3:26])[CH3:25])[CH2:22][O:21][C:20]2=[O:27])=[O:18])=[C:12]([O:28][CH3:29])[CH:11]=1.BrCC#N.[NH4+].[Cl-], predict the reaction product. The product is: [Br:9][C:10]1[CH:15]=[CH:14][C:13]([C@@H:16]([C:17]([N:19]2[C@@H:23]([CH:24]([CH3:26])[CH3:25])[CH2:22][O:21][C:20]2=[O:27])=[O:18])[CH2:2][C:1]#[N:4])=[C:12]([O:28][CH3:29])[CH:11]=1. (3) Given the reactants O1CCCC1.[BH4-].[Na+].[C:8]([O:12][C:13](=[O:31])[NH:14][CH:15]([C:26]1[O:27][CH:28]=[CH:29][N:30]=1)S(C1C=CC(C)=CC=1)(=O)=O)([CH3:11])([CH3:10])[CH3:9].[Cl-].[NH4+], predict the reaction product. The product is: [C:8]([O:12][C:13](=[O:31])[NH:14][CH2:15][C:26]1[O:27][CH:28]=[CH:29][N:30]=1)([CH3:11])([CH3:9])[CH3:10]. (4) Given the reactants C1(P(C2C=CC=CC=2)CCCCP(C2C=CC=CC=2)C2C=CC=CC=2)C=CC=CC=1.[CH2:31]([N:34](C)[CH:35]([CH3:62])[CH2:36][O:37][C:38]1[CH:43]=[C:42]([F:44])[CH:41]=[CH:40][C:39]=1[C:45]([N:47]1[CH2:61][C:50]2=[C:51]3[N:56]([N:57]=[C:49]2[CH2:48]1)[C:55]([CH3:58])=[C:54]([Cl:59])[C:53]([CH3:60])=[N:52]3)=[O:46])C=C.SC1C=CC=CC=1C(O)=O, predict the reaction product. The product is: [Cl:59][C:54]1[C:53]([CH3:60])=[N:52][C:51]2[N:56]([N:57]=[C:49]3[CH2:48][N:47]([C:45]([C:39]4[CH:40]=[CH:41][C:42]([F:44])=[CH:43][C:38]=4[O:37][CH2:36][CH:35]([NH:34][CH3:31])[CH3:62])=[O:46])[CH2:61][C:50]3=2)[C:55]=1[CH3:58]. (5) Given the reactants [CH3:1][O:2][C:3]1[CH:11]=[C:10]2[C:6]([CH2:7][CH2:8][C:9]2=[O:12])=[CH:5][C:4]=1[N:13]1[CH2:18][CH2:17][O:16][CH2:15][CH2:14]1.[F:19][C:20]([F:36])([F:35])[C:21]([C:27]1[N:32]=[C:31]([CH:33]=O)[CH:30]=[CH:29][CH:28]=1)([OH:26])[C:22]([F:25])([F:24])[F:23].[OH-].[Na+], predict the reaction product. The product is: [F:25][C:22]([F:23])([F:24])[C:21]([C:27]1[N:32]=[C:31](/[CH:33]=[C:8]2/[C:9](=[O:12])[C:10]3[C:6]([CH2:7]/2)=[CH:5][C:4]([N:13]2[CH2:14][CH2:15][O:16][CH2:17][CH2:18]2)=[C:3]([O:2][CH3:1])[CH:11]=3)[CH:30]=[CH:29][CH:28]=1)([OH:26])[C:20]([F:36])([F:35])[F:19]. (6) The product is: [CH3:1][O:2][C:3](=[O:21])[CH:4]([NH:13][C:14]([O:16][C:17]([CH3:20])([CH3:19])[CH3:18])=[O:15])[CH2:5][C:6]1[CH:11]=[CH:10][C:9]([C:38]2[CH:39]=[CH:40][C:35]([C:25]3[C:26]4[O:27][C:28]5[CH:34]=[CH:33][CH:32]=[CH:31][C:29]=5[C:30]=4[CH:22]=[CH:23][CH:24]=3)=[CH:36][CH:37]=2)=[CH:8][CH:7]=1. Given the reactants [CH3:1][O:2][C:3](=[O:21])[CH:4]([NH:13][C:14]([O:16][C:17]([CH3:20])([CH3:19])[CH3:18])=[O:15])[CH2:5][C:6]1[CH:11]=[CH:10][C:9](I)=[CH:8][CH:7]=1.[CH:22]1[C:30]2[C:29]3[CH:31]=[CH:32][CH:33]=[CH:34][C:28]=3[O:27][C:26]=2[C:25]([C:35]2[CH:40]=[CH:39][C:38](B(O)O)=[CH:37][CH:36]=2)=[CH:24][CH:23]=1.C([O-])([O-])=O.[K+].[K+], predict the reaction product.